Dataset: Forward reaction prediction with 1.9M reactions from USPTO patents (1976-2016). Task: Predict the product of the given reaction. (1) Given the reactants [CH3:1][C:2]1[CH:7]=[CH:6][N:5]=[CH:4][N:3]=1.C([N-]C(C)C)(C)C.[Li+].CON(C)[C:19](=[O:21])[CH3:20], predict the reaction product. The product is: [N:5]1[CH:6]=[CH:7][C:2]([CH2:1][C:19](=[O:21])[CH3:20])=[N:3][CH:4]=1. (2) Given the reactants [N:1]([CH:4]1[CH2:9][C:8]([CH3:11])([CH3:10])[CH2:7][C:6]([CH3:12])=[CH:5]1)=[N+]=[N-].[ClH:13].C(C1(N)CC(C)(C)CC(C)(C)C1)C=C, predict the reaction product. The product is: [ClH:13].[CH3:12][C:6]1[CH2:7][C:8]([CH3:11])([CH3:10])[CH2:9][CH:4]([NH2:1])[CH:5]=1.